This data is from Full USPTO retrosynthesis dataset with 1.9M reactions from patents (1976-2016). The task is: Predict the reactants needed to synthesize the given product. (1) Given the product [F:1][C:2]1[CH:3]=[C:4]2[C:9](=[C:10]([N:12]3[CH2:13][CH2:14][N:15]([CH3:18])[CH2:16][CH2:17]3)[CH:11]=1)[O:8][CH:7]([C:19]([NH:21][C:22]1[CH:23]=[CH:24][C:25]([N:28]3[CH2:29][CH2:30][N:31]([C:34](=[O:37])[CH2:35][CH3:36])[CH2:32][CH2:33]3)=[CH:26][CH:27]=1)=[O:20])[CH2:6][CH2:5]2, predict the reactants needed to synthesize it. The reactants are: [F:1][C:2]1[CH:3]=[C:4]2[C:9](=[C:10]([N:12]3[CH2:17][CH2:16][N:15]([CH3:18])[CH2:14][CH2:13]3)[CH:11]=1)[O:8][CH:7]([C:19]([NH:21][C:22]1[CH:27]=[CH:26][C:25]([N:28]3[CH2:33][CH2:32][N:31]([C:34](=[O:37])[CH2:35][CH3:36])[CH2:30][CH2:29]3)=[CH:24][CH:23]=1)=[O:20])[CH2:6][CH:5]2O. (2) Given the product [Br-:25].[CH2:13]([N:10]1[CH:11]=[CH:12][N+:8]([CH:6]=[CH2:7])=[CH:9]1)[CH2:14][CH2:15][CH2:16][CH2:17][CH2:18][CH2:19][CH2:20][CH2:21][CH2:22][CH2:23][CH3:24], predict the reactants needed to synthesize it. The reactants are: [NH2+]1C=CC=C1.[CH:6]([N:8]1[CH:12]=[CH:11][N:10]=[CH:9]1)=[CH2:7].[CH2:13]([Br:25])[CH2:14][CH2:15][CH2:16][CH2:17][CH2:18][CH2:19][CH2:20][CH2:21][CH2:22][CH2:23][CH3:24]. (3) Given the product [Cl:1][C:2]1[CH:3]=[CH:4][C:5]([CH2:6][NH:7][C:8]([C:10]2[N:11]=[N:12][C:13]3[C:18]([C:19]=2[OH:20])=[CH:17][C:16]([CH2:21][OH:22])=[CH:15][CH:14]=3)=[O:9])=[CH:25][CH:26]=1, predict the reactants needed to synthesize it. The reactants are: [Cl:1][C:2]1[CH:26]=[CH:25][C:5]([CH2:6][NH:7][C:8]([C:10]2[N:11]=[N:12][C:13]3[C:18]([C:19]=2[OH:20])=[CH:17][C:16]([C:21](OC)=[O:22])=[CH:15][CH:14]=3)=[O:9])=[CH:4][CH:3]=1.[H-].[Al+3].[Li+].[H-].[H-].[H-]. (4) The reactants are: FC(F)(F)C(O)=O.C([O:15][C:16]1[CH:25]=[C:24]2[C:19]([C:20]([O:26][C:27]3[CH:33]=[CH:32][C:30]([NH2:31])=[CH:29][CH:28]=3)=[CH:21][CH:22]=[N:23]2)=[CH:18][C:17]=1[O:34][CH3:35])C1C=CC=CC=1. Given the product [NH2:31][C:30]1[CH:32]=[CH:33][C:27]([O:26][C:20]2[C:19]3[C:24](=[CH:25][C:16]([OH:15])=[C:17]([O:34][CH3:35])[CH:18]=3)[N:23]=[CH:22][CH:21]=2)=[CH:28][CH:29]=1, predict the reactants needed to synthesize it.